Dataset: Forward reaction prediction with 1.9M reactions from USPTO patents (1976-2016). Task: Predict the product of the given reaction. (1) Given the reactants [CH3:1][C:2]([NH:27][S:28]([CH3:31])(=[O:30])=[O:29])([CH3:26])[CH2:3][NH:4][C:5]1[C:14]2[C:9](=[CH:10][C:11]([O:15][CH2:16][C:17]3[CH:22]=[CH:21][CH:20]=[CH:19][CH:18]=3)=[CH:12][CH:13]=2)[N:8]=[CH:7][C:6]=1[N+:23]([O-])=O, predict the reaction product. The product is: [NH2:23][C:6]1[CH:7]=[N:8][C:9]2[C:14]([C:5]=1[NH:4][CH2:3][C:2]([NH:27][S:28]([CH3:31])(=[O:29])=[O:30])([CH3:26])[CH3:1])=[CH:13][CH:12]=[C:11]([O:15][CH2:16][C:17]1[CH:18]=[CH:19][CH:20]=[CH:21][CH:22]=1)[CH:10]=2. (2) The product is: [Br:27][C:28]1[N:33]=[C:32]([CH2:34][NH:1][C:2]2[CH:3]=[C:4]3[C:9](=[C:10]([C:12]([F:13])([F:14])[F:15])[CH:11]=2)[N:8]=[CH:7][C:6]([C:16]#[N:17])=[C:5]3[NH:18][C:19]2[CH:24]=[CH:23][C:22]([F:25])=[C:21]([Cl:26])[CH:20]=2)[CH:31]=[CH:30][CH:29]=1. Given the reactants [NH2:1][C:2]1[CH:3]=[C:4]2[C:9](=[C:10]([C:12]([F:15])([F:14])[F:13])[CH:11]=1)[N:8]=[CH:7][C:6]([C:16]#[N:17])=[C:5]2[NH:18][C:19]1[CH:24]=[CH:23][C:22]([F:25])=[C:21]([Cl:26])[CH:20]=1.[Br:27][C:28]1[N:33]=[C:32]([CH:34]=O)[CH:31]=[CH:30][CH:29]=1.[BH3-]C#N.[Na+], predict the reaction product. (3) Given the reactants FC(F)(F)C(O)=O.[CH2:8]([O:12][C:13]1[N:21]=[C:20]2[C:16]([N:17]=[C:18]([O:22][CH3:23])[NH:19]2)=[C:15]([NH2:24])[N:14]=1)[CH2:9][CH2:10][CH3:11].CS(O[CH2:30][CH:31]1[CH2:35][CH2:34][O:33][CH2:32]1)(=O)=O.C(=O)([O-])[O-].[K+].[K+].C(OCC)(=O)C, predict the reaction product. The product is: [CH2:8]([O:12][C:13]1[N:21]=[C:20]2[C:16]([N:17]=[C:18]([O:22][CH3:23])[N:19]2[CH2:30][CH:31]2[CH2:35][CH2:34][O:33][CH2:32]2)=[C:15]([NH2:24])[N:14]=1)[CH2:9][CH2:10][CH3:11]. (4) Given the reactants [CH2:1]([C:3]1[O:4][CH:5]=[CH:6][CH:7]=1)[CH3:2].[O-:8]Cl=O.[Na+].[OH2:12], predict the reaction product. The product is: [CH2:1]([C:3]1([OH:8])[O:12][C:5](=[O:4])[CH:6]=[CH:7]1)[CH3:2]. (5) Given the reactants [OH-].[K+].COC([C:7]1([C:20]2[C:29]3[C:24](=[CH:25][C:26]([Cl:30])=[CH:27][CH:28]=3)[N:23]=[CH:22][N:21]=2)[CH2:12][CH2:11][N:10]([C:13]([O:15][C:16]([CH3:19])([CH3:18])[CH3:17])=[O:14])[CH2:9][CH2:8]1)=O.O1CCOCC1, predict the reaction product. The product is: [C:16]([O:15][C:13]([N:10]1[CH2:11][CH2:12][CH:7]([C:20]2[C:29]3[C:24](=[CH:25][C:26]([Cl:30])=[CH:27][CH:28]=3)[N:23]=[CH:22][N:21]=2)[CH2:8][CH2:9]1)=[O:14])([CH3:19])([CH3:17])[CH3:18]. (6) Given the reactants [S:1]1[CH:5]=[CH:4][CH:3]=[C:2]1[C:6]1[NH:7][C:8](=[O:20])[C:9]2[C:13]=1[C:12](=O)[NH:11][C:10]=2[C:15]1[S:16][CH:17]=[CH:18][CH:19]=1.[C:21](=[O:24])([O-])[O-].[Cs+].[Cs+].[CH2:27]([CH:29]([CH2:32][CH2:33][CH2:34][CH3:35])[CH2:30]Br)[CH3:28], predict the reaction product. The product is: [CH2:3]([CH:2]([CH2:6][CH2:13][CH2:9][CH3:8])[CH2:12][N:11]1[C:10]([C:15]2[S:16][CH:17]=[CH:18][CH:19]=2)=[C:9]2[C:13](=[C:6]([C:2]3[S:1][CH:5]=[CH:4][CH:3]=3)[N:7]([CH2:30][CH:29]([CH2:27][CH3:28])[CH2:32][CH2:33][CH2:34][CH3:35])[C:8]2=[O:20])[C:21]1=[O:24])[CH3:4].